Dataset: Full USPTO retrosynthesis dataset with 1.9M reactions from patents (1976-2016). Task: Predict the reactants needed to synthesize the given product. (1) Given the product [CH3:13][O:14][C:15](=[O:16])[CH2:10][C:8]([C:5]1[CH:6]=[CH:7][C:2]([CH3:1])=[C:3]([CH3:11])[CH:4]=1)=[O:9], predict the reactants needed to synthesize it. The reactants are: [CH3:1][C:2]1[CH:7]=[CH:6][C:5]([C:8]([CH3:10])=[O:9])=[CH:4][C:3]=1[CH3:11].[K].[CH3:13][O:14][C:15](=O)[O:16]C.Cl. (2) Given the product [Cl:46][C:37]1[CH:38]=[C:39]([CH:44]=[CH:45][C:36]=1[NH:35][C:2]1[N:3]=[C:4]([O:29][C@H:30]2[CH2:34][CH2:33][O:32][CH2:31]2)[C:5]2[C:10]([C:11]3[CH:20]=[CH:19][C:14]4[N:15]=[C:16]([CH3:18])[O:17][C:13]=4[CH:12]=3)=[CH:9][N:8]([CH2:21][O:22][CH2:23][CH2:24][Si:25]([CH3:27])([CH3:26])[CH3:28])[C:6]=2[N:7]=1)[C:40]([NH:42][CH3:43])=[O:41], predict the reactants needed to synthesize it. The reactants are: Cl[C:2]1[N:3]=[C:4]([O:29][C@H:30]2[CH2:34][CH2:33][O:32][CH2:31]2)[C:5]2[C:10]([C:11]3[CH:20]=[CH:19][C:14]4[N:15]=[C:16]([CH3:18])[O:17][C:13]=4[CH:12]=3)=[CH:9][N:8]([CH2:21][O:22][CH2:23][CH2:24][Si:25]([CH3:28])([CH3:27])[CH3:26])[C:6]=2[N:7]=1.[NH2:35][C:36]1[CH:45]=[CH:44][C:39]([C:40]([NH:42][CH3:43])=[O:41])=[CH:38][C:37]=1[Cl:46].CC1(C)C2C(=C(P(C3C=CC=CC=3)C3C=CC=CC=3)C=CC=2)OC2C(P(C3C=CC=CC=3)C3C=CC=CC=3)=CC=CC1=2.C(=O)([O-])[O-].[Cs+].[Cs+]. (3) Given the product [CH:41]1([CH2:44][O:45][NH:46][C:19]([C:18]2[C:9]([NH:8][C:5]3[CH:6]=[CH:7][C:2]([Br:1])=[CH:3][C:4]=3[Cl:23])=[C:10]([F:22])[C:11]3[O:15][N:14]=[C:13]([CH3:16])[C:12]=3[CH:17]=2)=[O:20])[CH2:43][CH2:42]1, predict the reactants needed to synthesize it. The reactants are: [Br:1][C:2]1[CH:7]=[CH:6][C:5]([NH:8][C:9]2[C:18]([C:19](O)=[O:20])=[CH:17][C:12]3[C:13]([CH3:16])=[N:14][O:15][C:11]=3[C:10]=2[F:22])=[C:4]([Cl:23])[CH:3]=1.C1C=CC2N(O)N=NC=2C=1.CCN(CC)CC.[CH:41]1([CH2:44][O:45][NH2:46])[CH2:43][CH2:42]1.Cl.CN(C)CCCN=C=NCC. (4) Given the product [F:14][C:9]1[CH:8]=[C:7]([CH:12]=[CH:11][C:10]=1[F:13])[O:6][CH2:5][C:2]([CH3:15])([NH2:1])[CH2:3][NH2:4], predict the reactants needed to synthesize it. The reactants are: [NH2:1][C:2]([CH3:15])([CH2:5][O:6][C:7]1[CH:12]=[CH:11][C:10]([F:13])=[C:9]([F:14])[CH:8]=1)[C:3]#[N:4].C1COCC1.[H-].[Al+3].[Li+].[H-].[H-].[H-].[OH-].[Na+].